This data is from Full USPTO retrosynthesis dataset with 1.9M reactions from patents (1976-2016). The task is: Predict the reactants needed to synthesize the given product. (1) Given the product [CH:8]1([C:6](=[O:7])[C:5]([CH3:20])([C:14]2[CH:15]=[CH:16][CH:17]=[CH:18][CH:19]=2)[CH2:4][CH:3]=[O:2])[CH2:13][CH2:12][CH2:11][CH2:10][CH2:9]1, predict the reactants needed to synthesize it. The reactants are: C[O:2][CH:3](OC)[CH2:4][C:5]([CH3:20])([C:14]1[CH:19]=[CH:18][CH:17]=[CH:16][CH:15]=1)[C:6]([CH:8]1[CH2:13][CH2:12][CH2:11][CH2:10][CH2:9]1)=[O:7].Cl. (2) Given the product [ClH:24].[ClH:24].[ClH:24].[I:1][C:2]1[CH:3]=[CH:4][C:5]([O:6][C:7]2[N:12]=[N:11][C:10]([O:13][CH:14]3[CH:19]4[CH2:20][CH2:21][N:16]([CH2:17][CH2:18]4)[CH2:15]3)=[CH:9][CH:8]=2)=[CH:22][CH:23]=1, predict the reactants needed to synthesize it. The reactants are: [I:1][C:2]1[CH:23]=[CH:22][C:5]([O:6][C:7]2[N:12]=[N:11][C:10]([O:13][CH:14]3[CH:19]4[CH2:20][CH2:21][N:16]([CH2:17][CH2:18]4)[CH2:15]3)=[CH:9][CH:8]=2)=[CH:4][CH:3]=1.[ClH:24]. (3) The reactants are: [CH3:1][O:2][C:3](=[O:33])[NH:4][CH:5]([C:9]([N:11]1[CH2:15][C:14](=[CH2:16])[CH2:13][CH:12]1[C:17]1[NH:18][C:19]([C:22]2[CH:31]=[CH:30][C:29]3[C:24](=[CH:25][CH:26]=[C:27](Br)[CH:28]=3)[CH:23]=2)=[CH:20][N:21]=1)=[O:10])[CH:6]([CH3:8])[CH3:7].[C:34]([O:38][C:39]([N:41]1[CH2:45][CH:44]([C:46]#[N:47])[CH2:43][CH:42]1[C:48]1[NH:49][C:50]([C:53]2[CH:58]=[CH:57][C:56](B3OC(C)(C)C(C)(C)O3)=[CH:55][CH:54]=2)=[CH:51][N:52]=1)=[O:40])([CH3:37])([CH3:36])[CH3:35].C(=O)([O-])[O-].[K+].[K+].O. Given the product [C:34]([O:38][C:39]([N:41]1[CH2:45][CH:44]([C:46]#[N:47])[CH2:43][CH:42]1[C:48]1[NH:49][C:50]([C:53]2[CH:58]=[CH:57][C:56]([C:27]3[CH:26]=[CH:25][C:24]4[C:29](=[CH:30][CH:31]=[C:22]([C:19]5[NH:18][C:17]([CH:12]6[CH2:13][C:14](=[CH2:16])[CH2:15][N:11]6[C:9](=[O:10])[CH:5]([NH:4][C:3]([O:2][CH3:1])=[O:33])[CH:6]([CH3:8])[CH3:7])=[N:21][CH:20]=5)[CH:23]=4)[CH:28]=3)=[CH:55][CH:54]=2)=[CH:51][N:52]=1)=[O:40])([CH3:37])([CH3:35])[CH3:36], predict the reactants needed to synthesize it. (4) Given the product [Br:1][C:2]1[CH:3]=[C:4]2[C:8](=[CH:9][CH:10]=1)[NH:7][C:6]([C:11]#[N:12])=[C:5]2[CH2:18][C:19]([O:21][CH3:22])=[O:20], predict the reactants needed to synthesize it. The reactants are: [Br:1][C:2]1[CH:3]=[C:4]2[C:8](=[CH:9][CH:10]=1)[NH:7][C:6]([C:11](=O)[NH:12]C(C)(C)C)=[C:5]2[CH2:18][C:19]([O:21][CH3:22])=[O:20].O=P(Cl)(Cl)Cl. (5) The reactants are: F[C:2]1[CH:7]=[C:6]([C:8]2[CH:13]=[CH:12][N:11]=[C:10]([NH:14][CH:15]3[CH2:20][CH2:19][O:18][CH2:17][CH2:16]3)[CH:9]=2)[CH:5]=[CH:4][N:3]=1.Cl.[OH-:22].[Na+]. Given the product [O:18]1[CH2:19][CH2:20][CH:15]([NH:14][C:10]2[CH:9]=[C:8]([C:6]3[CH:5]=[CH:4][NH:3][C:2](=[O:22])[CH:7]=3)[CH:13]=[CH:12][N:11]=2)[CH2:16][CH2:17]1, predict the reactants needed to synthesize it. (6) Given the product [C:1]([O:11][CH:12]([C:14]([CH2:19][OH:24])([F:15])[F:16])[F:13])([C:4]([C:7]([F:10])([F:9])[F:8])([F:6])[F:5])([F:3])[F:2], predict the reactants needed to synthesize it. The reactants are: [C:1]([O:11][C:12](=[C:14]([F:16])[F:15])[F:13])([C:4]([C:7]([F:10])([F:9])[F:8])([F:6])[F:5])([F:3])[F:2].CO.[C:19]([O:24]OC(=O)C1C=CC=CC=1)(CC)(C)C. (7) Given the product [Br:20][C:18]1[CH:17]=[CH:16][C:15]2[C:11]3[CH:10]=[CH:9][C:8]([Br:7])=[CH:23][C:12]=3[S:13][C:14]=2[CH:19]=1, predict the reactants needed to synthesize it. The reactants are: [H-].[Al+3].[Li+].[H-].[H-].[H-].[Br:7][C:8]1[CH:9]=[CH:10][C:11]2[C:15]3[CH:16]=[CH:17][C:18]([Br:20])=[CH:19][C:14]=3[S:13](=O)(=O)[C:12]=2[CH:23]=1.CCOCC.Cl. (8) Given the product [ClH:26].[NH:8]1[CH2:9][CH2:10][CH:11]([O:14][C:15]2[CH:16]=[CH:17][C:18]3[O:23][CH2:22][C:21](=[O:24])[NH:20][C:19]=3[CH:25]=2)[CH2:12][CH2:13]1, predict the reactants needed to synthesize it. The reactants are: C(OC([N:8]1[CH2:13][CH2:12][CH:11]([O:14][C:15]2[CH:16]=[CH:17][C:18]3[O:23][CH2:22][C:21](=[O:24])[NH:20][C:19]=3[CH:25]=2)[CH2:10][CH2:9]1)=O)(C)(C)C.[ClH:26].